Dataset: Catalyst prediction with 721,799 reactions and 888 catalyst types from USPTO. Task: Predict which catalyst facilitates the given reaction. (1) Reactant: [CH3:1][C:2]1([CH3:18])[C:11]2[C:6](=[CH:7][CH:8]=[CH:9][CH:10]=2)[C:5]([C:12]2[CH:17]=[CH:16][CH:15]=[CH:14][CH:13]=2)=[N:4][CH2:3]1.[BH4-].[Na+].[NH4+].[Cl-]. Product: [CH3:1][C:2]1([CH3:18])[C:11]2[C:6](=[CH:7][CH:8]=[CH:9][CH:10]=2)[CH:5]([C:12]2[CH:17]=[CH:16][CH:15]=[CH:14][CH:13]=2)[NH:4][CH2:3]1. The catalyst class is: 5. (2) Reactant: [NH2:1][C:2]1[N:10]=[CH:9][N:8]=[C:7]2[C:3]=1[N:4]=[C:5]([S:18][C:19]1[CH:28]=[CH:27][C:22]3[O:23][CH2:24][CH2:25][O:26][C:21]=3[CH:20]=1)[N:6]2[CH2:11][CH2:12][CH2:13][O:14]C(=O)C.C([O-])([O-])=O.[K+].[K+].O.CC#N. Product: [NH2:1][C:2]1[N:10]=[CH:9][N:8]=[C:7]2[C:3]=1[N:4]=[C:5]([S:18][C:19]1[CH:28]=[CH:27][C:22]3[O:23][CH2:24][CH2:25][O:26][C:21]=3[CH:20]=1)[N:6]2[CH2:11][CH2:12][CH2:13][OH:14]. The catalyst class is: 5. (3) Reactant: [CH3:1][C:2]1[C:7]([CH3:8])=[CH:6][CH:5]=[CH:4][C:3]=1[O:9][C:10]1[N:15]=[CH:14][C:13]([NH:16][C:17](=[O:28])[C@H:18]([NH:20]C(=O)OC(C)(C)C)[CH3:19])=[CH:12][CH:11]=1.C(O)(C(F)(F)F)=O. Product: [CH3:1][C:2]1[C:7]([CH3:8])=[CH:6][CH:5]=[CH:4][C:3]=1[O:9][C:10]1[N:15]=[CH:14][C:13]([NH:16][C:17](=[O:28])[C@@H:18]([CH3:19])[NH2:20])=[CH:12][CH:11]=1. The catalyst class is: 4. (4) Reactant: [CH:1]1([CH2:6][C@H:7]([NH:20]C(=O)OC(C)(C)C)[CH2:8][N:9]([CH3:19])[C:10]([O:12][CH2:13][CH2:14][Si](C)(C)C)=[O:11])[CH2:5][CH2:4][CH2:3][CH2:2]1.C([O-])(O)=O.[Na+]. Product: [NH2:20][C@@H:7]([CH2:6][CH:1]1[CH2:2][CH2:3][CH2:4][CH2:5]1)[CH2:8][N:9]([CH3:19])[C:10](=[O:11])[O:12][CH2:13][C:14]1[CH:4]=[CH:5][CH:1]=[CH:2][CH:3]=1. The catalyst class is: 137. (5) Reactant: [I:1][C:2]1[C:10]2[C:5](=[CH:6][CH:7]=[CH:8][C:9]=2[N+:11]([O-:13])=[O:12])[NH:4][N:3]=1.C([O-])([O-])=O.[K+].[K+].Br[CH2:21][C:22]1[C:23](=[O:29])[N:24]([CH3:28])[CH:25]=[CH:26][CH:27]=1. Product: [I:1][C:2]1[C:10]2[C:5](=[CH:6][CH:7]=[CH:8][C:9]=2[N+:11]([O-:13])=[O:12])[N:4]([CH2:21][C:22]2[C:23](=[O:29])[N:24]([CH3:28])[CH:25]=[CH:26][CH:27]=2)[N:3]=1. The catalyst class is: 85. (6) Reactant: [CH3:1][C:2]1[N:3]([C:8]2[CH:12]=[C:11]([CH2:13][C:14]([OH:16])=O)[N:10]([CH3:17])[N:9]=2)[C:4]([CH3:7])=[CH:5][CH:6]=1.C(N(CC)CC)C.[F:25][C:26]([F:30])([F:29])[CH2:27][NH2:28].C(=O)([O-])O.[Na+]. Product: [CH3:7][C:4]1[N:3]([C:8]2[CH:12]=[C:11]([CH2:13][C:14]([NH:28][CH2:27][C:26]([F:30])([F:29])[F:25])=[O:16])[N:10]([CH3:17])[N:9]=2)[C:2]([CH3:1])=[CH:6][CH:5]=1. The catalyst class is: 9.